This data is from Full USPTO retrosynthesis dataset with 1.9M reactions from patents (1976-2016). The task is: Predict the reactants needed to synthesize the given product. (1) Given the product [CH:1]1([CH2:4][N:5]2[CH2:12][CH2:11][C@:10]3([CH2:15][CH2:16][O:17][C:18]4[CH:19]=[CH:20][C:21]([C:22]([OH:24])=[O:23])=[CH:25][CH:26]=4)[C@@H:13]([CH3:14])[C@H:6]2[CH2:7][C:8]2[CH:30]=[CH:29][C:28]([OH:31])=[CH:27][C:9]=23)[CH2:2][CH2:3]1, predict the reactants needed to synthesize it. The reactants are: [CH:1]1([CH2:4][N:5]2[CH2:12][CH2:11][C@:10]3([CH2:15][CH2:16][O:17][C:18]4[CH:26]=[CH:25][C:21]([C:22]([OH:24])=[O:23])=[CH:20][CH:19]=4)[C@@H:13]([CH3:14])[C@H:6]2[CH2:7][C:8]2[CH:30]=[CH:29][C:28]([O:31]C)=[CH:27][C:9]=23)[CH2:3][CH2:2]1.B(Br)(Br)Br. (2) Given the product [Cl:31][C:32]1[CH:33]=[C:34]([C:38]2[C:39]([O:54][CH3:55])=[N:40][CH:41]=[C:42]([CH2:44][C:57]3[CH:62]=[CH:61][C:60]([O:63][CH2:64][CH3:65])=[CH:59][N:58]=3)[CH:43]=2)[CH:35]=[CH:36][CH:37]=1, predict the reactants needed to synthesize it. The reactants are: ClC1C=C(C2C=C(CC3N=CC(NC(=O)OC(C)(C)C)=NC=3)C=NC=2OC)C=CC=1.[Cl:31][C:32]1[CH:33]=[C:34]([C:38]2[C:39]([O:54][CH3:55])=[N:40][CH:41]=[C:42]([CH2:44]B3OC(C)(C)C(C)(C)O3)[CH:43]=2)[CH:35]=[CH:36][CH:37]=1.Br[C:57]1[CH:62]=[CH:61][C:60]([O:63][CH2:64][CH3:65])=[CH:59][N:58]=1. (3) Given the product [CH2:1]([O:3][CH2:4][C:5]1[N:6]([CH2:18][C:19]2[CH:23]=[C:22]([C:24]3[CH:29]=[CH:28][CH:27]=[CH:26][CH:25]=3)[O:21][N:20]=2)[C:7]2[C:16]3[CH:15]=[CH:14][CH:13]=[CH:12][C:11]=3[N:10]=[C:9]([NH2:53])[C:8]=2[N:17]=1)[CH3:2], predict the reactants needed to synthesize it. The reactants are: [CH2:1]([O:3][CH2:4][C:5]1[N:6]([CH2:18][C:19]2[CH:23]=[C:22]([C:24]3[CH:29]=[CH:28][CH:27]=[CH:26][CH:25]=3)[O:21][N:20]=2)[C:7]2[C:16]3[CH:15]=[CH:14][CH:13]=[CH:12][C:11]=3[N:10]=[CH:9][C:8]=2[N:17]=1)[CH3:2].C1C=C(Cl)C=C(C(OO)=O)C=1.C1(C)C=CC(S(Cl)(=O)=O)=CC=1.[OH-].[NH4+:53]. (4) Given the product [Cl:1][C:2]1[CH:26]=[N:25][C:5]2[N:6]=[C:7]([N:12]3[CH2:13][CH2:14][N:15]([C:18]([O:20][C:21]([CH3:23])([CH3:22])[CH3:24])=[O:19])[CH2:16][CH2:17]3)[C:8]3[N:9]([C:27]([CH3:28])=[N:11][N:10]=3)[C:4]=2[CH:3]=1, predict the reactants needed to synthesize it. The reactants are: [Cl:1][C:2]1[CH:26]=[N:25][C:5]2=[N:6][C:7]([N:12]3[CH2:17][CH2:16][N:15]([C:18]([O:20][C:21]([CH3:24])([CH3:23])[CH3:22])=[O:19])[CH2:14][CH2:13]3)=[C:8]([NH:10][NH2:11])[N:9]=[C:4]2[CH:3]=1.[C:27](OC)(OC)(OC)[CH3:28]. (5) Given the product [CH2:12]([O:19][C:20]1[CH:21]=[CH:22][C:23]2[C:24]3[N:32]([CH2:33][C:34]([NH:37][C:38]([NH:40][CH:41]([CH3:43])[CH3:42])=[O:39])([CH3:35])[CH3:36])[C:31]([CH2:44][O:45][CH2:46][CH3:47])=[N:30][C:25]=3[CH:26]=[N+:27]([O-:9])[C:28]=2[CH:29]=1)[C:13]1[CH:14]=[CH:15][CH:16]=[CH:17][CH:18]=1, predict the reactants needed to synthesize it. The reactants are: C1C=C(Cl)C=C(C(OO)=[O:9])C=1.[CH2:12]([O:19][C:20]1[CH:21]=[CH:22][C:23]2[C:24]3[N:32]([CH2:33][C:34]([NH:37][C:38]([NH:40][CH:41]([CH3:43])[CH3:42])=[O:39])([CH3:36])[CH3:35])[C:31]([CH2:44][O:45][CH2:46][CH3:47])=[N:30][C:25]=3[CH:26]=[N:27][C:28]=2[CH:29]=1)[C:13]1[CH:18]=[CH:17][CH:16]=[CH:15][CH:14]=1. (6) Given the product [I:20][C:21]1[CH:22]=[C:23]2[C:32](=[CH:33][CH:34]=1)[CH2:31][C:30]1[CH:29]=[CH:28][CH:27]=[C:26]([C:36]([O:38][CH3:39])=[O:37])[C:25]=1[NH:24]2, predict the reactants needed to synthesize it. The reactants are: IC1C2CC3C(=CC=CC=3)NC=2C(C(OC)=O)=CC=1.[I:20][C:21]1[CH:22]=[C:23]2[C:32](=[CH:33][CH:34]=1)[C:31](=O)[C:30]1[CH:29]=[CH:28][CH:27]=[C:26]([C:36]([O:38][CH3:39])=[O:37])[C:25]=1[NH:24]2.[K+].[Br-].